Task: Predict which catalyst facilitates the given reaction.. Dataset: Catalyst prediction with 721,799 reactions and 888 catalyst types from USPTO Reactant: [C:1]([O:5][C:6](=[O:39])[C:7]1[CH:12]=[CH:11][C:10]([C:13]2[CH:17]([CH:18](O)[C:19]3[CH:24]=[CH:23][CH:22]=[CH:21][CH:20]=3)[C:16]([C:30]3[CH:35]=[C:34]([Cl:36])[CH:33]=[C:32]([Cl:37])[CH:31]=3)([C:26]([F:29])([F:28])[F:27])[O:15][N:14]=2)=[CH:9][C:8]=1[CH3:38])([CH3:4])([CH3:3])[CH3:2].C1C=CC(C(OS(OC(C(F)(F)F)(C(F)(F)F)C2C=CC=CC=2)(C2C=CC=CC=2)C2C=CC=CC=2)(C(F)(F)F)C(F)(F)F)=CC=1.O. Product: [C:1]([O:5][C:6](=[O:39])[C:7]1[CH:12]=[CH:11][C:10]([C:13]2=[N:14][O:15][C:16]([C:30]3[CH:31]=[C:32]([Cl:37])[CH:33]=[C:34]([Cl:36])[CH:35]=3)([C:26]([F:27])([F:29])[F:28])/[C:17]/2=[CH:18]/[C:19]2[CH:20]=[CH:21][CH:22]=[CH:23][CH:24]=2)=[CH:9][C:8]=1[CH3:38])([CH3:4])([CH3:3])[CH3:2]. The catalyst class is: 4.